This data is from Catalyst prediction with 721,799 reactions and 888 catalyst types from USPTO. The task is: Predict which catalyst facilitates the given reaction. (1) Reactant: [NH2:1][C:2]1[C:7]([C:8]([C:10]2[C:15]([O:16][CH3:17])=[CH:14][CH:13]=[C:12]([F:18])[C:11]=2[F:19])=[O:9])=[CH:6][N:5]=[C:4]([NH:20][C@H:21]2[CH2:26][CH2:25][C@H:24]([NH2:27])[CH2:23][CH2:22]2)[N:3]=1.C(=O)([O-])[O-].[Na+].[Na+].Br[CH2:35][CH2:36][CH2:37][CH2:38]Br. Product: [NH2:1][C:2]1[C:7]([C:8]([C:10]2[C:15]([O:16][CH3:17])=[CH:14][CH:13]=[C:12]([F:18])[C:11]=2[F:19])=[O:9])=[CH:6][N:5]=[C:4]([NH:20][C@H:21]2[CH2:26][CH2:25][C@H:24]([N:27]3[CH2:38][CH2:37][CH2:36][CH2:35]3)[CH2:23][CH2:22]2)[N:3]=1. The catalyst class is: 8. (2) Reactant: [C:1]([N:4]1[CH2:9][CH2:8][C:7]2[N:10]([CH:26]3[CH2:31][CH2:30]OCC3)[N:11]=[C:12]([N:13]3[C:22]4[C:17](=[CH:18][C:19](Br)=[C:20]([C:23]#N)[CH:21]=4)CCC3)[C:6]=2[CH2:5]1)(=[O:3])[CH3:2].CS(O[CH:37](C1CC1)[CH3:38])(=O)=O.C([O-])([O-])=O.[K+].[K+]. Product: [CH3:23][C:20]1[CH:21]=[C:22]([CH:17]=[CH:18][CH:19]=1)[NH:13][C:12]1[C:6]2[CH2:5][N:4]([C:1](=[O:3])[CH3:2])[CH2:9][CH2:8][C:7]=2[N:10]([CH2:26][CH2:31]/[CH:30]=[CH:37]/[CH3:38])[N:11]=1. The catalyst class is: 18. (3) Reactant: [C:1]([C:3]([CH3:24])([CH3:23])[C:4]1[CH:5]=[C:6]([NH:10][C:11](=[O:22])[C:12]2[CH:17]=[CH:16][C:15]([O:18][CH3:19])=[C:14]([O:20][CH3:21])[CH:13]=2)[CH:7]=[CH:8][CH:9]=1)#[N:2].Cl. Product: [NH2:2][CH2:1][C:3]([C:4]1[CH:5]=[C:6]([NH:10][C:11](=[O:22])[C:12]2[CH:17]=[CH:16][C:15]([O:18][CH3:19])=[C:14]([O:20][CH3:21])[CH:13]=2)[CH:7]=[CH:8][CH:9]=1)([CH3:24])[CH3:23]. The catalyst class is: 19.